Dataset: Catalyst prediction with 721,799 reactions and 888 catalyst types from USPTO. Task: Predict which catalyst facilitates the given reaction. (1) Reactant: [Cl:1][C:2]1[CH:45]=[CH:44][C:5]([C:6]([NH:8][C:9]2[N:13]([CH2:14][CH:15]3[CH2:19][CH2:18][CH2:17][N:16]3[C:20](=[O:24])[CH2:21][C:22]#[N:23])[C:12]3[CH:25]=[CH:26][C:27]([CH2:29][N:30]([C@H:38]([C:40]([CH3:43])([CH3:42])[CH3:41])[CH3:39])[C:31](=[O:37])[O:32][C:33]([CH3:36])([CH3:35])[CH3:34])=[CH:28][C:11]=3[N:10]=2)=[O:7])=[CH:4][CH:3]=1.[CH3:46][C:47]([NH:51][C:52](=[O:58])[O:53][C:54]([CH3:57])([CH3:56])[CH3:55])([CH3:50])[CH:48]=O.N1CCCCC1. Product: [C:54]([O:53][C:52]([NH:51][C:47]([CH3:50])([CH3:48])[CH:46]=[C:21]([C:22]#[N:23])[C:20]([N:16]1[CH2:17][CH2:18][CH2:19][CH:15]1[CH2:14][N:13]1[C:12]2[CH:25]=[CH:26][C:27]([CH2:29][N:30]([C@@H:38]([CH3:39])[C:40]([CH3:43])([CH3:42])[CH3:41])[C:31](=[O:37])[O:32][C:33]([CH3:36])([CH3:34])[CH3:35])=[CH:28][C:11]=2[N:10]=[C:9]1[NH:8][C:6](=[O:7])[C:5]1[CH:4]=[CH:3][C:2]([Cl:1])=[CH:45][CH:44]=1)=[O:24])=[O:58])([CH3:57])([CH3:56])[CH3:55]. The catalyst class is: 12. (2) Reactant: [C-:1]#[N:2].[K+].Br[CH2:5][CH2:6][CH2:7][CH2:8][C:9]([O:11][CH3:12])=[O:10]. Product: [C:1]([CH2:5][CH2:6][CH2:7][CH2:8][C:9]([O:11][CH3:12])=[O:10])#[N:2]. The catalyst class is: 72. (3) Reactant: [F:1][C:2]1[CH:3]=[C:4]2[N:10]([C:11]3[N:16]=[C:15]([NH2:17])[C:14]([NH2:18])=[C:13]([NH2:19])[N:12]=3)[N:9]=[C:8]([CH2:20][C:21]3[CH:26]=[CH:25][CH:24]=[CH:23][C:22]=3[F:27])[C:5]2=[N:6][CH:7]=1.Cl[C:29]([O:31][CH3:32])=[O:30]. Product: [NH2:19][C:13]1[C:14]([NH:18][C:29](=[O:30])[O:31][CH3:32])=[C:15]([NH2:17])[N:16]=[C:11]([N:10]2[C:4]3[C:5](=[N:6][CH:7]=[C:2]([F:1])[CH:3]=3)[C:8]([CH2:20][C:21]3[CH:26]=[CH:25][CH:24]=[CH:23][C:22]=3[F:27])=[N:9]2)[N:12]=1. The catalyst class is: 17.